The task is: Predict the reaction yield, written as a fraction of the theoretical maximum amount of product (1.0 means a 100% yield; for example, 0.34 means a 34% yield).. This data is from Reaction yield outcomes from USPTO patents with 853,638 reactions. (1) The reactants are CC(C[AlH]CC(C)C)C.[F:10][C:11]([F:29])([F:28])[C:12]1[CH:17]=[CH:16][C:15]([C:18]2[CH:23]=[CH:22][N:21]=[C:20]([C:24](OC)=[O:25])[N:19]=2)=[CH:14][CH:13]=1. The catalyst is ClCCl. The product is [F:29][C:11]([F:10])([F:28])[C:12]1[CH:13]=[CH:14][C:15]([C:18]2[CH:23]=[CH:22][N:21]=[C:20]([CH:24]=[O:25])[N:19]=2)=[CH:16][CH:17]=1. The yield is 0.214. (2) The product is [CH3:14][S:15]([N:18]1[C:22]2=[N:23][CH:24]=[CH:25][CH:26]=[C:21]2[C:20]([CH2:9][C:10]#[N:11])=[CH:19]1)(=[O:16])=[O:17]. The yield is 0.450. The reactants are C(OP([CH2:9][C:10]#[N:11])(=O)OCC)C.[H-].[Na+].[CH3:14][S:15]([N:18]1[C:22]2=[N:23][CH:24]=[CH:25][CH:26]=[C:21]2[C:20](=O)[CH2:19]1)(=[O:17])=[O:16]. The catalyst is O1CCCC1.O.Cl. (3) The reactants are [I:1][C:2]1[CH:7]=[CH:6][C:5]([C:8]2[O:12][C:11]([CH2:13][C:14]([O:16]CC)=[O:15])=[N:10][N:9]=2)=[CH:4][CH:3]=1.[OH-].[Na+].Cl. The catalyst is O1CCOCC1. The product is [I:1][C:2]1[CH:7]=[CH:6][C:5]([C:8]2[O:12][C:11]([CH2:13][C:14]([OH:16])=[O:15])=[N:10][N:9]=2)=[CH:4][CH:3]=1. The yield is 0.980. (4) The reactants are [CH2:1]([CH:8]1N[CH:10]([CH2:12][C:13]2[CH:18]=CC=CC=2)[CH:9]1O)[C:2]1[CH:7]=[CH:6][CH:5]=[CH:4][CH:3]=1.[CH3:20][S:21](Cl)(=[O:23])=[O:22].C([N:27]([CH2:30][CH3:31])[CH2:28]C)C.C1C[O:35]CC1. No catalyst specified. The product is [CH3:20][S:21]([O:23][CH:31]1[CH2:28][N:27]([CH:1]([C:2]2[CH:3]=[CH:4][CH:5]=[CH:6][CH:7]=2)[C:8]2[CH:9]=[CH:10][CH:12]=[CH:13][CH:18]=2)[CH2:30]1)(=[O:35])=[O:22]. The yield is 0.920. (5) The reactants are CC1(C)CCCC(C)(C)N1.[Li]CCCC.[C:16]([C:18]1[CH:23]=[CH:22][N:21]=[CH:20][CH:19]=1)#[N:17].[Cl:24]C(Cl)(Cl)C(Cl)(Cl)Cl. The catalyst is C1COCC1. The product is [Cl:24][C:19]1[CH:20]=[N:21][CH:22]=[CH:23][C:18]=1[C:16]#[N:17]. The yield is 0.530. (6) The reactants are I[C:2]1[CH:8]=[CH:7][CH:6]=[CH:5][C:3]=1[NH2:4].[C:9]([C:11]1[CH:16]=[CH:15][C:14]([CH3:17])=[CH:13][CH:12]=1)#[CH:10].O. The catalyst is C(NCC)C.[Pd](Cl)Cl.C1(P(C2C=CC=CC=2)C2C=CC=CC=2)C=CC=CC=1.C1(P(C2C=CC=CC=2)C2C=CC=CC=2)C=CC=CC=1.[Cu](I)I. The product is [CH3:17][C:14]1[CH:15]=[CH:16][C:11]([C:9]#[C:10][C:2]2[CH:8]=[CH:7][CH:6]=[CH:5][C:3]=2[NH2:4])=[CH:12][CH:13]=1. The yield is 0.870. (7) The reactants are Br[C:2]1[N:3]=[C:4]2[C:10]([CH:11]=[O:12])=[CH:9][N:8]([CH2:13][O:14][CH2:15][CH2:16][Si:17]([CH3:20])([CH3:19])[CH3:18])[C:5]2=[N:6][CH:7]=1.[CH:21]1(B(O)O)[CH2:23][CH2:22]1.C1(P(C2CCCCC2)C2CCCCC2)CCCCC1.[O-]P([O-])([O-])=O.[K+].[K+].[K+]. The catalyst is C1(C)C=CC=CC=1.O.C([O-])(=O)C.[Pd+2].C([O-])(=O)C. The product is [CH:21]1([C:2]2[N:3]=[C:4]3[C:10]([CH:11]=[O:12])=[CH:9][N:8]([CH2:13][O:14][CH2:15][CH2:16][Si:17]([CH3:20])([CH3:19])[CH3:18])[C:5]3=[N:6][CH:7]=2)[CH2:23][CH2:22]1. The yield is 0.810. (8) The reactants are [CH3:1][N:2]1[CH:6]([C:7]([OH:9])=O)[CH2:5][N:4]([C:10]2[N:15]=[C:14]([O:16][CH3:17])[CH:13]=[CH:12][N:11]=2)[C:3]1=[O:18].C(N1CCOCC1)C.O.ON1C2C=CC=CC=2N=N1.Cl.C(N=C=NCCCN(C)C)C.[Cl:50][C:51]1[CH:56]=[C:55]([Cl:57])[CH:54]=[CH:53][C:52]=1[CH2:58][NH2:59]. The catalyst is ClCCl.C(=O)([O-])O.[Na+]. The product is [Cl:50][C:51]1[CH:56]=[C:55]([Cl:57])[CH:54]=[CH:53][C:52]=1[CH2:58][NH:59][C:7]([CH:6]1[CH2:5][N:4]([C:10]2[N:15]=[C:14]([O:16][CH3:17])[CH:13]=[CH:12][N:11]=2)[C:3](=[O:18])[N:2]1[CH3:1])=[O:9]. The yield is 0.463. (9) The reactants are Br[C:2]1[CH:3]=[CH:4][C:5]([C:8]([N:10]([CH3:12])[CH3:11])=[O:9])=[N:6][CH:7]=1.CC1(C)C(C)(C)[O:17][B:16](B2OC(C)(C)C(C)(C)O2)[O:15]1.ClCCl.C([O-])(=O)C.[K+]. The catalyst is O1CCOCC1.C(#N)C.C1C=CC(P(C2C=CC=CC=2)[C-]2C=CC=C2)=CC=1.C1C=CC(P(C2C=CC=CC=2)[C-]2C=CC=C2)=CC=1.Cl[Pd]Cl.[Fe+2].C1(P(C2C=CC=CC=2)[C-]2C=CC=C2)C=CC=CC=1.[C-]1(P(C2C=CC=CC=2)C2C=CC=CC=2)C=CC=C1.[Fe+2]. The product is [CH3:11][N:10]([CH3:12])[C:8]([C:5]1[N:6]=[CH:7][C:2]([B:16]([OH:17])[OH:15])=[CH:3][CH:4]=1)=[O:9]. The yield is 0.600.